The task is: Predict the reactants needed to synthesize the given product.. This data is from Full USPTO retrosynthesis dataset with 1.9M reactions from patents (1976-2016). (1) Given the product [CH2:1]([C:5]1[N:6]=[C:7]([CH3:27])[N:8]([CH2:35][C:36]([CH3:39])([CH3:38])[CH3:37])[C:9](=[O:26])[C:10]=1[CH2:11][C:12]1[CH:17]=[CH:16][C:15]([C:18]2[C:19]([C:24]#[N:25])=[CH:20][CH:21]=[CH:22][CH:23]=2)=[CH:14][CH:13]=1)[CH2:2][CH2:3][CH3:4], predict the reactants needed to synthesize it. The reactants are: [CH2:1]([C:5]1[N:6]=[C:7]([CH3:27])[NH:8][C:9](=[O:26])[C:10]=1[CH2:11][C:12]1[CH:17]=[CH:16][C:15]([C:18]2[C:19]([C:24]#[N:25])=[CH:20][CH:21]=[CH:22][CH:23]=2)=[CH:14][CH:13]=1)[CH2:2][CH2:3][CH3:4].C(=O)([O-])[O-].[Cs+].[Cs+].I[CH2:35][C:36]([CH3:39])([CH3:38])[CH3:37].CN(C)C(=O)C. (2) Given the product [C:3]([O:7][C:8](=[O:9])[NH:10][N:11]1[C:16](=[O:17])[CH2:15][CH2:14][CH2:13][CH:12]1[C:20]1[CH:25]=[CH:24][C:23]([F:26])=[CH:22][CH:21]=1)([CH3:6])([CH3:5])[CH3:4], predict the reactants needed to synthesize it. The reactants are: [OH-].[Na+].[C:3]([O:7][C:8]([NH:10][NH:11][CH:12]([C:20]1[CH:25]=[CH:24][C:23]([F:26])=[CH:22][CH:21]=1)[CH2:13][CH2:14][CH2:15][C:16](OC)=[O:17])=[O:9])([CH3:6])([CH3:5])[CH3:4].Cl. (3) Given the product [Br:20][C:17]1[CH:18]=[CH:19][C:14]([NH:13][C:12]2[C:7]([C:6]([OH:5])=[O:28])=[CH:8][N:9]3[C:25]([CH3:26])=[CH:24][N:23]=[C:10]3[C:11]=2[Cl:22])=[C:15]([Cl:21])[CH:16]=1, predict the reactants needed to synthesize it. The reactants are: C([O:5][C:6](=[O:28])[C:7]1[C:12]([NH:13][C:14]2[CH:19]=[CH:18][C:17]([Br:20])=[CH:16][C:15]=2[Cl:21])=[C:11]([Cl:22])[C:10]([NH:23][CH2:24][C:25](=O)[CH3:26])=[N:9][CH:8]=1)(C)(C)C.OS(O)(=O)=O.O.[OH-].[Na+]. (4) Given the product [CH2:45]([N:49]1[N:53]=[C:52]([CH3:54])[S:51]/[C:50]/1=[CH:55]\[C:4]([C:3]1[CH:7]=[CH:8][CH:9]=[CH:10][C:2]=1[CH3:1])=[O:6])[CH2:46][CH2:47][CH3:48], predict the reactants needed to synthesize it. The reactants are: [CH3:1][C:2]1[CH:10]=[CH:9][CH:8]=[CH:7][C:3]=1[C:4]([OH:6])=O.CN(C(ON1N=NC2C=CC=NC1=2)=[N+](C)C)C.F[P-](F)(F)(F)(F)F.CCN(C(C)C)C(C)C.[I-].[CH2:45]([N+:49]1[N:53]=[C:52]([CH3:54])[S:51][C:50]=1[CH3:55])[CH2:46][CH2:47][CH3:48]. (5) The reactants are: [Br:1]N1C(=O)CCC1=O.[CH3:9][C:10]([O:13][C:14]([NH:16][C:17]1[CH:18]=[C:19]2[C:23](=[CH:24][CH:25]=1)[NH:22][C:21]([C:26]([O:28][CH2:29][CH3:30])=[O:27])=[CH:20]2)=[O:15])([CH3:12])[CH3:11]. Given the product [Br:1][C:20]1[C:19]2[C:23](=[CH:24][CH:25]=[C:17]([NH:16][C:14]([O:13][C:10]([CH3:9])([CH3:11])[CH3:12])=[O:15])[CH:18]=2)[NH:22][C:21]=1[C:26]([O:28][CH2:29][CH3:30])=[O:27], predict the reactants needed to synthesize it.